This data is from Full USPTO retrosynthesis dataset with 1.9M reactions from patents (1976-2016). The task is: Predict the reactants needed to synthesize the given product. Given the product [Cl:9][C:5]1[C:4]([F:10])=[CH:3][C:2]([C:20](=[O:21])[C:19]([F:25])([F:24])[F:18])=[CH:7][C:6]=1[F:8], predict the reactants needed to synthesize it. The reactants are: Br[C:2]1[CH:3]=[C:4]([F:10])[C:5]([Cl:9])=[C:6]([F:8])[CH:7]=1.C([Mg]Cl)(C)C.[Li+].[Cl-].[F:18][C:19]([F:25])([F:24])[C:20](OC)=[O:21].